This data is from NCI-60 drug combinations with 297,098 pairs across 59 cell lines. The task is: Regression. Given two drug SMILES strings and cell line genomic features, predict the synergy score measuring deviation from expected non-interaction effect. (1) Drug 1: CN1CCC(CC1)COC2=C(C=C3C(=C2)N=CN=C3NC4=C(C=C(C=C4)Br)F)OC. Drug 2: CC1CCCC2(C(O2)CC(NC(=O)CC(C(C(=O)C(C1O)C)(C)C)O)C(=CC3=CSC(=N3)C)C)C. Cell line: M14. Synergy scores: CSS=-9.94, Synergy_ZIP=2.31, Synergy_Bliss=-4.37, Synergy_Loewe=-9.29, Synergy_HSA=-7.74. (2) Drug 1: C(CN)CNCCSP(=O)(O)O. Drug 2: CC1CCCC2(C(O2)CC(NC(=O)CC(C(C(=O)C(C1O)C)(C)C)O)C(=CC3=CSC(=N3)C)C)C. Cell line: SR. Synergy scores: CSS=71.6, Synergy_ZIP=2.34, Synergy_Bliss=2.25, Synergy_Loewe=-34.0, Synergy_HSA=0.0311. (3) Drug 1: C#CCC(CC1=CN=C2C(=N1)C(=NC(=N2)N)N)C3=CC=C(C=C3)C(=O)NC(CCC(=O)O)C(=O)O. Drug 2: C1CCC(C(C1)N)N.C(=O)(C(=O)[O-])[O-].[Pt+4]. Cell line: KM12. Synergy scores: CSS=9.04, Synergy_ZIP=-8.69, Synergy_Bliss=-9.74, Synergy_Loewe=-8.86, Synergy_HSA=-7.52. (4) Drug 1: CC1=C(C=C(C=C1)NC2=NC=CC(=N2)N(C)C3=CC4=NN(C(=C4C=C3)C)C)S(=O)(=O)N.Cl. Drug 2: C(CN)CNCCSP(=O)(O)O. Cell line: NCI-H460. Synergy scores: CSS=7.35, Synergy_ZIP=8.70, Synergy_Bliss=13.6, Synergy_Loewe=10.5, Synergy_HSA=10.4. (5) Synergy scores: CSS=12.1, Synergy_ZIP=11.7, Synergy_Bliss=11.5, Synergy_Loewe=6.28, Synergy_HSA=10.7. Cell line: M14. Drug 2: CC1C(C(CC(O1)OC2CC(CC3=C2C(=C4C(=C3O)C(=O)C5=C(C4=O)C(=CC=C5)OC)O)(C(=O)C)O)N)O.Cl. Drug 1: CC12CCC(CC1=CCC3C2CCC4(C3CC=C4C5=CN=CC=C5)C)O. (6) Synergy scores: CSS=1.92, Synergy_ZIP=-1.86, Synergy_Bliss=-0.283, Synergy_Loewe=-2.54, Synergy_HSA=-1.73. Drug 1: CC1=CC2C(CCC3(C2CCC3(C(=O)C)OC(=O)C)C)C4(C1=CC(=O)CC4)C. Cell line: EKVX. Drug 2: CN(C)N=NC1=C(NC=N1)C(=O)N. (7) Drug 1: CC1C(C(CC(O1)OC2CC(CC3=C2C(=C4C(=C3O)C(=O)C5=C(C4=O)C(=CC=C5)OC)O)(C(=O)C)O)N)O.Cl. Drug 2: C1CN(CCN1C(=O)CCBr)C(=O)CCBr. Cell line: SK-MEL-28. Synergy scores: CSS=23.6, Synergy_ZIP=-6.18, Synergy_Bliss=3.02, Synergy_Loewe=-10.4, Synergy_HSA=2.44.